Task: Predict the reaction yield, written as a fraction of the theoretical maximum amount of product (1.0 means a 100% yield; for example, 0.34 means a 34% yield).. Dataset: Reaction yield outcomes from USPTO patents with 853,638 reactions (1) The yield is 0.348. The product is [Cl:18][C:16]1[CH:15]=[C:14]([C:19]2([C:36]([F:38])([F:37])[F:39])[O:23][N:22]=[C:21]([C:24]3[S:35][C:27]4=[N:28][CH:29]=[C:30]([C:32]([NH:1][CH2:2][C:3](=[O:4])[NH:5][CH2:6][C:7]([F:10])([F:9])[F:8])=[O:33])[CH:31]=[C:26]4[CH:25]=3)[CH2:20]2)[CH:13]=[C:12]([Cl:11])[CH:17]=1. No catalyst specified. The reactants are [NH2:1][CH2:2][C:3]([NH:5][CH2:6][C:7]([F:10])([F:9])[F:8])=[O:4].[Cl:11][C:12]1[CH:13]=[C:14]([C:19]2([C:36]([F:39])([F:38])[F:37])[O:23][N:22]=[C:21]([C:24]3[S:35][C:27]4=[N:28][CH:29]=[C:30]([C:32](O)=[O:33])[CH:31]=[C:26]4[CH:25]=3)[CH2:20]2)[CH:15]=[C:16]([Cl:18])[CH:17]=1.CN(C(ON1N=NC2C=CC=NC1=2)=[N+](C)C)C.F[P-](F)(F)(F)(F)F.CCN(C(C)C)C(C)C. (2) The reactants are Cl.[Br:2][C:3]1[CH:4]=[C:5]([NH:9][NH2:10])[CH:6]=[CH:7][CH:8]=1.[C:11]([CH:13]=[C:14](O[K])[C:15]([O:17][CH2:18][CH3:19])=[O:16])#[N:12]. The catalyst is C(O)C. The yield is 0.500. The product is [NH2:12][C:11]1[N:9]([C:5]2[CH:6]=[CH:7][CH:8]=[C:3]([Br:2])[CH:4]=2)[N:10]=[C:14]([C:15]([O:17][CH2:18][CH3:19])=[O:16])[CH:13]=1. (3) The reactants are C([N:4]1[C:12]2[C:7](=[C:8]([C:15]([F:18])([F:17])[F:16])[C:9]([C:13]#[N:14])=[CH:10][CH:11]=2)[CH:6]=[N:5]1)(=O)C.Cl.[OH-].[Na+].CCOC(C)=O. The catalyst is CCO. The product is [F:17][C:15]([F:16])([F:18])[C:8]1[C:9]([C:13]#[N:14])=[CH:10][CH:11]=[C:12]2[C:7]=1[CH:6]=[N:5][NH:4]2. The yield is 0.280. (4) The reactants are [CH3:1][C:2]1([C:7](OCC)=O)[CH2:6][CH2:5][CH2:4][CH2:3]1.[C:12](#[N:14])[CH3:13].[H-].[Na+].[OH-:17].[Na+].Cl.[NH2:20]O. No catalyst specified. The product is [CH3:1][C:2]1([C:7]2[CH:13]=[C:12]([NH2:14])[O:17][N:20]=2)[CH2:3][CH2:4][CH2:5][CH2:6]1. The yield is 0.700. (5) The reactants are [Cl:1][C:2]1[CH:3]=[C:4]([CH:7]=[CH:8][C:9]=1[CH3:10])[C:5]#[N:6].C1C(=O)N([Br:18])C(=O)C1. The catalyst is C(Cl)(Cl)(Cl)Cl.CC(N=NC(C#N)(C)C)(C#N)C. The product is [Br:18][CH2:10][C:9]1[CH:8]=[CH:7][C:4]([C:5]#[N:6])=[CH:3][C:2]=1[Cl:1]. The yield is 0.680. (6) The reactants are [N:1]1([C:10](=[O:34])/[CH:11]=[CH:12]/[C@@H:13]([NH:18][C:19]([C@@H:21]2[CH2:26][CH2:25][CH2:24][CH2:23][N:22]2C(OC(C)(C)C)=O)=[O:20])[CH2:14][CH:15]([CH3:17])[CH3:16])[C:9]2[C:4](=[CH:5][CH:6]=[CH:7][CH:8]=2)[CH2:3][CH2:2]1.[ClH:35]. The catalyst is C1COCC1. The product is [ClH:35].[N:1]1([C:10](=[O:34])/[CH:11]=[CH:12]/[C@@H:13]([NH:18][C:19]([C@@H:21]2[CH2:26][CH2:25][CH2:24][CH2:23][NH:22]2)=[O:20])[CH2:14][CH:15]([CH3:17])[CH3:16])[C:9]2[C:4](=[CH:5][CH:6]=[CH:7][CH:8]=2)[CH2:3][CH2:2]1. The yield is 0.860.